Dataset: Cav3 T-type calcium channel HTS with 100,875 compounds. Task: Binary Classification. Given a drug SMILES string, predict its activity (active/inactive) in a high-throughput screening assay against a specified biological target. (1) The compound is FC(F)(F)C1(NC(=O)C)c2c(NC1=O)n(c(=O)n(c2=O)C)C. The result is 0 (inactive). (2) The result is 0 (inactive). The compound is Clc1n(nc(c1/C=N\OCc1ccc(cc1)C)C(OC)=O)c1ccccc1. (3) The drug is O(c1cc2[nH]c(c(N)c2cc1)C(OC)=O)C. The result is 0 (inactive). (4) The drug is S(=O)(=O)(NCCSc1n(nnn1)c1ccccc1)c1ccc(cc1)C. The result is 0 (inactive). (5) The drug is O=C1N(CCN(CC1)Cc1ccccc1)CCOC(=O)Nc1cc(OC)ccc1. The result is 0 (inactive). (6) The drug is O=C(NC1CC1)c1cc2ncn(C3CCCC3)c2cc1. The result is 0 (inactive). (7) The compound is S(c1oc2c(n1)cccc2)CC(=O)Nc1sc(nn1)CC. The result is 0 (inactive).